From a dataset of Forward reaction prediction with 1.9M reactions from USPTO patents (1976-2016). Predict the product of the given reaction. Given the reactants [C:1]([C:5]1[CH:10]=[CH:9][C:8]([C:11]2[CH:12]=[C:13]3[C:17](=[CH:18][CH:19]=2)[N:16]([C:20]2[CH:25]=[CH:24][C:23]([O:26][CH:27]4[CH2:31][CH2:30][CH2:29][CH2:28]4)=[CH:22][CH:21]=2)[C:15]([C:32](Cl)=[O:33])=[CH:14]3)=[CH:7][CH:6]=1)([CH3:4])([CH3:3])[CH3:2].Cl.C([O:38][C:39](=[O:43])[CH2:40][NH:41][CH3:42])C, predict the reaction product. The product is: [C:1]([C:5]1[CH:10]=[CH:9][C:8]([C:11]2[CH:12]=[C:13]3[C:17](=[CH:18][CH:19]=2)[N:16]([C:20]2[CH:25]=[CH:24][C:23]([O:26][CH:27]4[CH2:31][CH2:30][CH2:29][CH2:28]4)=[CH:22][CH:21]=2)[C:15]([C:32]([N:41]([CH2:40][C:39]([OH:43])=[O:38])[CH3:42])=[O:33])=[CH:14]3)=[CH:7][CH:6]=1)([CH3:4])([CH3:3])[CH3:2].